Dataset: Full USPTO retrosynthesis dataset with 1.9M reactions from patents (1976-2016). Task: Predict the reactants needed to synthesize the given product. (1) The reactants are: [F:1][C:2]1[CH:7]=[CH:6][C:5](/[CH:8]=[CH:9]/[C:10]2[CH:15]=[CH:14][C:13]([F:16])=[CH:12][CH:11]=2)=[CH:4][C:3]=1[C@:17]1([CH3:34])[CH2:25][C:21]2([CH2:24][CH2:23][CH2:22]2)[O:20][C:19]([NH:26][C:27](=[O:33])[O:28][C:29]([CH3:32])([CH3:31])[CH3:30])=[N:18]1.C(O)(C(F)(F)F)=O. Given the product [F:1][C:2]1[CH:7]=[CH:6][C:5](/[CH:8]=[CH:9]/[C:10]2[CH:11]=[CH:12][C:13]([F:16])=[CH:14][CH:15]=2)=[CH:4][C:3]=1[C@:17]1([CH3:34])[CH2:25][C:21]2([CH2:24][CH2:23][CH2:22]2)[O:20][C:19]([NH2:26])=[N:18]1.[F:1][C:2]1[CH:7]=[CH:6][C:5](/[CH:8]=[CH:9]/[C:10]2[CH:15]=[CH:14][C:13]([F:16])=[CH:12][CH:11]=2)=[CH:4][C:3]=1[C@:17]1([CH3:34])[CH2:25][C:21]2([CH2:22][CH2:23][CH2:24]2)[O:20][C:19]([NH:26][C:27](=[O:33])[O:28][C:29]([CH3:31])([CH3:30])[CH3:32])=[N:18]1, predict the reactants needed to synthesize it. (2) The reactants are: [I:1][C:2]1[C:7](CC(O)=O)=[C:6]([I:12])[C:5](CC(O)=O)=[C:4]([I:17])[C:3]=1[C:18]1[CH:23]=[CH:22][C:21]([C:24](O)=[O:25])=[C:20]([N+:27]([O-:29])=[O:28])[CH:19]=1.[C:30]([O:33][CH:34]1[O:48][C@H:47]([CH2:49][O:50][C:51](=[O:53])[CH3:52])[C@@H:42]([O:43][C:44](=[O:46])[CH3:45])[C@H:37]([O:38][C:39](=[O:41])[CH3:40])[C@H:35]1[NH2:36])(=[O:32])[CH3:31].Cl.CN(C)CCCN=C=NCC. Given the product [N+:27]([C:20]1[CH:19]=[C:18]([C:3]2[C:2]([I:1])=[C:7]([C:30]([OH:33])=[O:32])[C:6]([I:12])=[C:5]([C:39]([OH:41])=[O:38])[C:4]=2[I:17])[CH:23]=[CH:22][C:21]=1[C:24]([C:34]1([O:48][C@H:47]([CH2:49][O:50][C:51](=[O:53])[CH3:52])[C@@H:42]([O:43][C:44](=[O:46])[CH3:45])[C@H:37]([O:38][C:39](=[O:41])[CH3:40])[C@H:35]1[NH2:36])[O:33][C:30](=[O:32])[CH3:31])=[O:25])([O-:29])=[O:28], predict the reactants needed to synthesize it. (3) Given the product [CH2:12]([C:9]1[NH:8][C:4]2[N:5]=[CH:6][N:7]=[C:2]([NH:23][C:21]3[CH:22]=[C:17]4[CH:16]=[N:15][NH:14][C:18]4=[CH:19][N:20]=3)[C:3]=2[C:10]=1[CH3:11])[CH3:13], predict the reactants needed to synthesize it. The reactants are: Cl[C:2]1[C:3]2[C:10]([CH3:11])=[C:9]([CH2:12][CH3:13])[NH:8][C:4]=2[N:5]=[CH:6][N:7]=1.[NH:14]1[C:18]2=[CH:19][N:20]=[C:21]([NH2:23])[CH:22]=[C:17]2[CH:16]=[N:15]1. (4) Given the product [CH3:4][S:1]([O:35][C@H:8]1[C@:7]([Cl:6])([F:36])[C@H:11]([O:12][Si:13]([CH:17]([CH3:18])[CH3:19])([CH:14]([CH3:15])[CH3:16])[CH:20]([CH3:22])[CH3:21])[C@@H:10]([CH2:23][O:24][Si:25]([CH:26]([CH3:28])[CH3:27])([CH:29]([CH3:31])[CH3:30])[CH:32]([CH3:34])[CH3:33])[O:9]1)(=[O:3])=[O:2], predict the reactants needed to synthesize it. The reactants are: [S:1](Cl)([CH3:4])(=[O:3])=[O:2].[Cl:6][C@@:7]1([F:36])[C@H:11]([O:12][Si:13]([CH:20]([CH3:22])[CH3:21])([CH:17]([CH3:19])[CH3:18])[CH:14]([CH3:16])[CH3:15])[C@@H:10]([CH2:23][O:24][Si:25]([CH:32]([CH3:34])[CH3:33])([CH:29]([CH3:31])[CH3:30])[CH:26]([CH3:28])[CH3:27])[O:9][CH:8]1[OH:35].